Predict the reactants needed to synthesize the given product. From a dataset of Full USPTO retrosynthesis dataset with 1.9M reactions from patents (1976-2016). (1) Given the product [C:40]1([CH:17]([C:16]2[CH:46]=[CH:6][CH:1]=[CH:2][CH:15]=2)[C:18]([NH:20][C@H:21]2[C@H:28]3[C@H:24]([CH2:25][N:26]([CH2:29][C:30]4[CH:35]=[CH:34][CH:33]=[C:32]([C:36]([F:37])([F:38])[F:39])[CH:31]=4)[CH2:27]3)[CH2:23][CH2:22]2)=[O:19])[CH:45]=[CH:44][CH:43]=[CH:42][CH:41]=1, predict the reactants needed to synthesize it. The reactants are: [C:1]1(C2(C(O)=O)CCCC2)[CH:6]=CC=C[CH:2]=1.[CH3:15][CH:16]([CH3:46])[CH:17]([C:40]1[CH:45]=[CH:44][CH:43]=[CH:42][CH:41]=1)[C:18]([NH:20][C@@H:21]1[C@H:28]2[C@H:24]([CH2:25][N:26]([CH2:29][C:30]3[CH:35]=[CH:34][CH:33]=[C:32]([C:36]([F:39])([F:38])[F:37])[CH:31]=3)[CH2:27]2)[CH2:23][CH2:22]1)=[O:19].C(N1C[C@H]2C(N)CC[C@H]2C1)C1C=CC=CC=1. (2) Given the product [Br:10][C:8]1[CH:7]=[CH:6][C:5]2[O:11][CH2:12][C@H:13]([CH2:15][OH:14])[O:3][C:4]=2[CH:9]=1, predict the reactants needed to synthesize it. The reactants are: C([O:3][C:4]1[CH:9]=[C:8]([Br:10])[CH:7]=[CH:6][C:5]=1[O:11][CH2:12][C@H:13]1[CH2:15][O:14]1)=O.[OH-].[K+]. (3) Given the product [CH2:22]([N:2]=[C:3]1[N:7]([CH2:8][C:9]#[CH:10])[C:6]2[CH:11]=[CH:12][C:13]([O:15][C:16]([F:19])([F:17])[F:18])=[CH:14][C:5]=2[S:4]1)[C:21]#[CH:20], predict the reactants needed to synthesize it. The reactants are: Br.[NH:2]=[C:3]1[N:7]([CH2:8][C:9]#[CH:10])[C:6]2[CH:11]=[CH:12][C:13]([O:15][C:16]([F:19])([F:18])[F:17])=[CH:14][C:5]=2[S:4]1.[CH2:20](N)[C:21]#[CH:22].CC1C=CC(S(O)(=O)=O)=CC=1. (4) Given the product [Br:7][C:8]1[C:9]([CH3:13])=[N:10][N:11]([S:16]([N:15]([CH3:20])[CH3:14])(=[O:18])=[O:17])[CH:12]=1, predict the reactants needed to synthesize it. The reactants are: CC(C)([O-])C.[K+].[Br:7][C:8]1[C:9]([CH3:13])=[N:10][NH:11][CH:12]=1.[CH3:14][N:15]([CH3:20])[S:16](Cl)(=[O:18])=[O:17]. (5) Given the product [Cl:1][C:2]1[C:3]([C:16]2[C:24]3[C:19](=[CH:20][CH:21]=[CH:22][CH:23]=3)[NH:18][N:17]=2)=[N:4][C:5]([NH:8][C@@H:9]2[CH2:14][CH2:13][CH2:12][C@H:11]([NH:15][C:37]([C:36]3[CH:35]=[CH:34][C:33]([NH:32][C:30](=[O:31])[O:29][C:25]([CH3:27])([CH3:26])[CH3:28])=[CH:41][CH:40]=3)=[O:38])[CH2:10]2)=[N:6][CH:7]=1, predict the reactants needed to synthesize it. The reactants are: [Cl:1][C:2]1[C:3]([C:16]2[C:24]3[C:19](=[CH:20][CH:21]=[CH:22][CH:23]=3)[NH:18][N:17]=2)=[N:4][C:5]([NH:8][C@@H:9]2[CH2:14][CH2:13][CH2:12][C@H:11]([NH2:15])[CH2:10]2)=[N:6][CH:7]=1.[C:25]([O:29][C:30]([NH:32][C:33]1[CH:41]=[CH:40][C:36]([C:37](O)=[O:38])=[CH:35][CH:34]=1)=[O:31])([CH3:28])([CH3:27])[CH3:26].CN(C(ON1N=NC2C=CC=NC1=2)=[N+](C)C)C.F[P-](F)(F)(F)(F)F.CCN(C(C)C)C(C)C. (6) Given the product [Cl:1][C:2]1[CH:3]=[C:4]([O:12][CH3:13])[C:5]([O:10][CH3:11])=[C:6]([CH:7]([OH:8])[CH3:14])[CH:9]=1, predict the reactants needed to synthesize it. The reactants are: [Cl:1][C:2]1[CH:3]=[C:4]([O:12][CH3:13])[C:5]([O:10][CH3:11])=[C:6]([CH:9]=1)[CH:7]=[O:8].[CH3:14][Mg]Br. (7) Given the product [OH:37][C@@H:36]([C:38]1[CH:43]=[CH:42][CH:41]=[CH:40][CH:39]=1)[CH2:35][NH:34][C:16]([C@@H:9]1[CH2:10][C:11](=[N:13][O:14][CH3:15])[CH2:12][N:8]1[C:6]([O:5][C:1]([CH3:2])([CH3:3])[CH3:4])=[O:7])=[O:18], predict the reactants needed to synthesize it. The reactants are: [C:1]([O:5][C:6]([N:8]1[CH2:12][C:11](=[N:13][O:14][CH3:15])[CH2:10][C@H:9]1[C:16]([OH:18])=O)=[O:7])([CH3:4])([CH3:3])[CH3:2].CN1CCOCC1.C(OC(Cl)=O)C(C)C.[NH2:34][CH2:35][C@H:36]([C:38]1[CH:43]=[CH:42][CH:41]=[CH:40][CH:39]=1)[OH:37]. (8) Given the product [CH3:10][N:5]1[C:4](=[O:11])[C:3]2[NH:12][C:13](/[CH:14]=[CH:15]/[C:16]3[CH:21]=[CH:20][CH:19]=[CH:18][CH:17]=3)=[N:1][C:2]=2[N:7]([CH3:8])[C:6]1=[O:9], predict the reactants needed to synthesize it. The reactants are: [NH2:1][C:2]1[N:7]([CH3:8])[C:6](=[O:9])[N:5]([CH3:10])[C:4](=[O:11])[C:3]=1[NH:12][C:13](=O)[CH:14]=[CH:15][C:16]1[CH:21]=[CH:20][CH:19]=[CH:18][CH:17]=1.[OH-].[Na+].